From a dataset of Full USPTO retrosynthesis dataset with 1.9M reactions from patents (1976-2016). Predict the reactants needed to synthesize the given product. (1) The reactants are: [C:1]([C:4]1[CH:11]=[CH:10][C:7]([CH:8]=[O:9])=[CH:6][CH:5]=1)([OH:3])=O.Cl.CN(C)CCCN=C=NCC.O.O[N:26]1[C:30]2C=[CH:32][CH:33]=[CH:34][C:29]=2N=N1.N1CCCCC1.[Cl-].[NH4+]. Given the product [N:26]1([C:1]([C:4]2[CH:11]=[CH:10][C:7]([CH:8]=[O:9])=[CH:6][CH:5]=2)=[O:3])[CH2:32][CH2:33][CH2:34][CH2:29][CH2:30]1, predict the reactants needed to synthesize it. (2) Given the product [CH2:1]([N:3]([CH2:21][CH2:22][C:23]1[N:24]=[CH:25][NH:26][CH:27]=1)[C:4](=[O:20])[NH:5][CH:6]([CH2:11][C:12]1[CH:13]=[CH:14][C:15]([O:18][CH3:19])=[CH:16][CH:17]=1)[C:7]([OH:9])=[O:8])[CH3:2], predict the reactants needed to synthesize it. The reactants are: [CH2:1]([N:3]([CH2:21][CH2:22][C:23]1[N:24]=[CH:25][NH:26][CH:27]=1)[C:4](=[O:20])[NH:5][C@@H:6]([CH2:11][C:12]1[CH:17]=[CH:16][C:15]([O:18][CH3:19])=[CH:14][CH:13]=1)[C:7]([O:9]C)=[O:8])[CH3:2].[OH-].[Li+]. (3) The reactants are: [C:1]1([C:19]2[CH:24]=[CH:23][CH:22]=[CH:21][CH:20]=2)[CH:6]=[CH:5][C:4]([CH:7]([NH:11][C:12]([O:14][C:15]([CH3:18])([CH3:17])[CH3:16])=[O:13])[C:8]([OH:10])=O)=[CH:3][CH:2]=1.[CH2:25]([NH2:29])[CH:26]([CH3:28])[CH3:27]. Given the product [C:1]1([C:19]2[CH:20]=[CH:21][CH:22]=[CH:23][CH:24]=2)[CH:6]=[CH:5][C:4]([CH:7]([NH:11][C:12](=[O:13])[O:14][C:15]([CH3:16])([CH3:17])[CH3:18])[C:8]([NH:29][CH2:25][CH:26]([CH3:28])[CH3:27])=[O:10])=[CH:3][CH:2]=1, predict the reactants needed to synthesize it. (4) Given the product [F:13][C:14]1([F:20])[CH2:19][CH2:18][N:17]([C:7]2[CH:6]=[CH:5][C:4]([N+:9]([O-:11])=[O:10])=[CH:3][C:2]=2[F:1])[CH2:16][CH2:15]1, predict the reactants needed to synthesize it. The reactants are: [F:1][C:2]1[CH:3]=[C:4]([N+:9]([O-:11])=[O:10])[CH:5]=[CH:6][C:7]=1F.Cl.[F:13][C:14]1([F:20])[CH2:19][CH2:18][NH:17][CH2:16][CH2:15]1.C(N(CC)CC)C. (5) Given the product [N:1]1[CH:6]=[CH:5][C:4]([N:7]2[CH2:8][CH2:9][N:10]([CH2:14][CH2:15][N:16]3[C:17](=[O:26])[C:18]4[C:19](=[CH:22][CH:23]=[CH:24][CH:25]=4)[C:20]3=[O:21])[CH2:11][CH2:12]2)=[CH:3][CH:2]=1, predict the reactants needed to synthesize it. The reactants are: [N:1]1[CH:6]=[CH:5][C:4]([N:7]2[CH2:12][CH2:11][NH:10][CH2:9][CH2:8]2)=[CH:3][CH:2]=1.Br[CH2:14][CH2:15][N:16]1[C:20](=[O:21])[C:19]2=[CH:22][CH:23]=[CH:24][CH:25]=[C:18]2[C:17]1=[O:26].C(=O)([O-])[O-].[K+].[K+].[I-].[K+]. (6) Given the product [CH2:1]([C:3]1[CH:4]=[N:5][C:6]([N:9]2[CH2:10][CH2:11][CH:12]([NH2:15])[CH2:13][CH2:14]2)=[N:7][CH:8]=1)[CH3:2], predict the reactants needed to synthesize it. The reactants are: [CH2:1]([C:3]1[CH:4]=[N:5][C:6]([N:9]2[CH2:14][CH2:13][CH:12]([NH:15]C(=O)OC(C)(C)C)[CH2:11][CH2:10]2)=[N:7][CH:8]=1)[CH3:2].